This data is from Full USPTO retrosynthesis dataset with 1.9M reactions from patents (1976-2016). The task is: Predict the reactants needed to synthesize the given product. (1) The reactants are: [NH2:1][C:2]1[N:7]=[C:6]([C:8]([N:10]([CH2:13][CH3:14])[CH2:11][CH3:12])=[O:9])[CH:5]=[CH:4][N:3]=1.Br[CH:16]([C:24](=O)[C:25]([CH3:28])([CH3:27])[CH3:26])[CH2:17][CH:18]1[CH2:23][CH2:22][CH2:21][CH2:20][CH2:19]1. Given the product [C:25]([C:24]1[N:1]=[C:2]2[N:7]=[C:6]([C:8]([N:10]([CH2:13][CH3:14])[CH2:11][CH3:12])=[O:9])[CH:5]=[CH:4][N:3]2[C:16]=1[CH2:17][CH:18]1[CH2:19][CH2:20][CH2:21][CH2:22][CH2:23]1)([CH3:28])([CH3:26])[CH3:27], predict the reactants needed to synthesize it. (2) Given the product [Cl:1][C:2]1[CH:3]=[CH:4][C:5]([C:8]2[S:12][C:11]([C:13](=[O:14])[CH2:33][CH3:34])=[C:10]([C:19]3[CH:24]=[CH:23][C:22]([S:25]([NH2:26])(=[O:31])=[O:32])=[CH:21][CH:20]=3)[CH:9]=2)=[CH:6][CH:7]=1, predict the reactants needed to synthesize it. The reactants are: [Cl:1][C:2]1[CH:7]=[CH:6][C:5]([C:8]2[S:12][C:11]([C:13](N(OC)C)=[O:14])=[C:10]([C:19]3[CH:24]=[CH:23][C:22]([S:25](=[O:32])(=[O:31])[N:26]=CN(C)C)=[CH:21][CH:20]=3)[CH:9]=2)=[CH:4][CH:3]=1.[CH2:33]1COC[CH2:34]1. (3) Given the product [Cl:22][CH2:23][C:24]([NH:4][C:3]1[C:5]([CH3:9])=[CH:6][CH:7]=[CH:8][C:2]=1[CH3:1])=[O:25], predict the reactants needed to synthesize it. The reactants are: [CH3:1][C:2]1[CH:8]=[CH:7][CH:6]=[C:5]([CH3:9])[C:3]=1[NH2:4].C(OCC)(=O)C.C(=O)([O-])[O-].[Na+].[Na+].[Cl:22][CH2:23][C:24](Cl)=[O:25]. (4) Given the product [CH2:1]([O:3][C:4](=[O:24])[CH2:5][O:6][C:7]1[CH:12]=[CH:11][C:10]([OH:13])=[CH:9][C:8]=1[CH2:21][CH2:22][CH3:23])[CH3:2], predict the reactants needed to synthesize it. The reactants are: [CH2:1]([O:3][C:4](=[O:24])[CH2:5][O:6][C:7]1[CH:12]=[CH:11][C:10]([O:13]CC2C=CC=CC=2)=[CH:9][C:8]=1[CH2:21][CH2:22][CH3:23])[CH3:2].[H][H]. (5) The reactants are: [OH:1][C:2]1[CH:7]=[CH:6][C:5]([CH:8]2[CH2:13][CH2:12][N:11]([C:14]([O:16][C:17]([CH3:20])([CH3:19])[CH3:18])=[O:15])[CH2:10][CH:9]2[O:21][CH2:22][C:23]2[CH:32]=[C:31]3[C:26]([CH2:27][CH2:28][C:29](=[O:38])[N:30]3[CH2:33][CH2:34][CH2:35][O:36][CH3:37])=[CH:25][CH:24]=2)=[CH:4][CH:3]=1.Br[CH2:40][CH2:41][CH2:42][O:43][C:44]1[C:49]([O:50][CH3:51])=[CH:48][CH:47]=[CH:46][C:45]=1[O:52][CH3:53]. Given the product [CH3:53][O:52][C:45]1[CH:46]=[CH:47][CH:48]=[C:49]([O:50][CH3:51])[C:44]=1[O:43][CH2:42][CH2:41][CH2:40][O:1][C:2]1[CH:7]=[CH:6][C:5]([CH:8]2[CH2:13][CH2:12][N:11]([C:14]([O:16][C:17]([CH3:19])([CH3:20])[CH3:18])=[O:15])[CH2:10][CH:9]2[O:21][CH2:22][C:23]2[CH:32]=[C:31]3[C:26]([CH2:27][CH2:28][C:29](=[O:38])[N:30]3[CH2:33][CH2:34][CH2:35][O:36][CH3:37])=[CH:25][CH:24]=2)=[CH:4][CH:3]=1, predict the reactants needed to synthesize it. (6) Given the product [I:3][C:4]1[CH:9]=[CH:8][CH:7]=[CH:6][C:5]=1[CH2:10][N:11]1[N:15]=[C:14]([C:16]([OH:18])=[O:17])[CH:13]=[N:12]1, predict the reactants needed to synthesize it. The reactants are: [OH-].[Na+].[I:3][C:4]1[CH:9]=[CH:8][CH:7]=[CH:6][C:5]=1[CH2:10][N:11]1[N:15]=[C:14]([C:16]([O:18]CC)=[O:17])[CH:13]=[N:12]1. (7) Given the product [CH2:1]([O:3][CH:4]([O:31][CH2:32][CH3:33])[C:5]1[CH:6]=[C:7]([NH:21][C:22]2[S:23][C:24]3[C:29]([N:30]=2)=[CH:28][CH:27]=[CH:26][N:25]=3)[N:8]=[C:9]([NH:34][C@H:35]2[CH2:40][CH2:39][C@H:38]([OH:41])[CH2:37][CH2:36]2)[N:10]=1)[CH3:2], predict the reactants needed to synthesize it. The reactants are: [CH2:1]([O:3][CH:4]([O:31][CH2:32][CH3:33])[C:5]1[N:10]=[C:9](S(CC2C=CC=CC=2)(=O)=O)[N:8]=[C:7]([NH:21][C:22]2[S:23][C:24]3[C:29]([N:30]=2)=[CH:28][CH:27]=[CH:26][N:25]=3)[CH:6]=1)[CH3:2].[NH2:34][C@H:35]1[CH2:40][CH2:39][C@H:38]([OH:41])[CH2:37][CH2:36]1.O.